Dataset: Catalyst prediction with 721,799 reactions and 888 catalyst types from USPTO. Task: Predict which catalyst facilitates the given reaction. (1) Reactant: C([N:8]1[CH2:13][CH2:12][O:11][CH2:10][C@H:9]1[CH2:14][CH2:15][OH:16])C1C=CC=CC=1.C(O)(=O)C. Product: [NH:8]1[CH2:13][CH2:12][O:11][CH2:10][C@H:9]1[CH2:14][CH2:15][OH:16]. The catalyst class is: 421. (2) Reactant: O[CH:2]([CH2:14][CH2:15][CH2:16][CH2:17][CH2:18][CH3:19])[CH2:3][N:4]1[C:12]2[CH:11]=[CH:10][N:9]=[CH:8][C:7]=2[NH:6][C:5]1=[O:13].O[CH:21]([CH2:33][CH2:34][CH2:35][CH2:36][CH2:37][CH3:38])[CH2:22][N:23]1[C:27]2[CH:28]=[N:29][CH:30]=[CH:31][C:26]=2[NH:25][C:24]1=[O:32].C1(P(C2C=CC=CC=2)C2C=CC=CC=2)C=CC=CC=1.CC(OC(/N=N/C(OC(C)C)=O)=O)C. Product: [CH2:14]([CH:2]1[O:13][C:5]2=[N:6][C:7]3[C:12]([N:4]2[CH2:3]1)=[CH:11][CH:10]=[N:9][CH:8]=3)[CH2:15][CH2:16][CH2:17][CH2:18][CH3:19].[CH2:33]([CH:21]1[O:32][C:24]2=[N:25][C:26]3[CH:31]=[CH:30][N:29]=[CH:28][C:27]=3[N:23]2[CH2:22]1)[CH2:34][CH2:35][CH2:36][CH2:37][CH3:38]. The catalyst class is: 2. (3) The catalyst class is: 23. Reactant: Cl[CH2:2][CH2:3][O:4][C:5]1[CH:10]=[CH:9][C:8]([N+:11]([O-:13])=[O:12])=[CH:7][C:6]=1[O:14][CH3:15].[CH3:16][N:17]1[CH2:22][CH2:21][NH:20][CH2:19][CH2:18]1.C([O-])([O-])=O.[K+].[K+]. Product: [CH3:15][O:14][C:6]1[CH:7]=[C:8]([N+:11]([O-:13])=[O:12])[CH:9]=[CH:10][C:5]=1[O:4][CH2:3][CH2:2][N:20]1[CH2:21][CH2:22][N:17]([CH3:16])[CH2:18][CH2:19]1. (4) Reactant: C(S[C:4]1[CH:9]=[C:8]([C:10]([F:13])([F:12])[F:11])[CH:7]=[CH:6][C:5]=1[C:14]1[NH:26][C:17]2=[N:18][CH:19]=[C:20]([C:22]([F:25])([F:24])[F:23])[CH:21]=[C:16]2[N:15]=1)C.Cl[C:28]1C=CC=C(C(OO)=O)[CH:29]=1.C(=O)([O-])O.[Na+].[S:43]([O-:47])([O-])(=[O:45])=S.[Na+].[Na+]. Product: [CH2:28]([S:43]([C:4]1[CH:9]=[C:8]([C:10]([F:11])([F:12])[F:13])[CH:7]=[CH:6][C:5]=1[C:14]1[NH:26][C:17]2=[N:18][CH:19]=[C:20]([C:22]([F:25])([F:23])[F:24])[CH:21]=[C:16]2[N:15]=1)(=[O:47])=[O:45])[CH3:29]. The catalyst class is: 22. (5) Reactant: C1(S([N:10]2[C:14]3=[N:15][CH:16]=[CH:17][CH:18]=[C:13]3[C:12]([C:19]3[CH:28]=[C:27]4[C:22]([CH:23]=[CH:24][CH:25]=[C:26]4[NH:29][C:30]([C:32]4[C:33](=[O:47])[N:34]([CH2:38][C:39]5[CH:44]=[CH:43][C:42]([F:45])=[C:41]([F:46])[CH:40]=5)[CH:35]=[CH:36][CH:37]=4)=[O:31])=[CH:21][CH:20]=3)=[CH:11]2)(=O)=O)C=CC=CC=1.C(Cl)Cl.C[O-].[Na+]. Product: [NH:10]1[C:14]2=[N:15][CH:16]=[CH:17][CH:18]=[C:13]2[C:12]([C:19]2[CH:28]=[C:27]3[C:22]([CH:23]=[CH:24][CH:25]=[C:26]3[NH:29][C:30]([C:32]3[C:33](=[O:47])[N:34]([CH2:38][C:39]4[CH:44]=[CH:43][C:42]([F:45])=[C:41]([F:46])[CH:40]=4)[CH:35]=[CH:36][CH:37]=3)=[O:31])=[CH:21][CH:20]=2)=[CH:11]1. The catalyst class is: 5. (6) Reactant: [NH:1]1[C:9]2[C:4](=[CH:5][C:6]([C:10]#[N:11])=[CH:7][CH:8]=2)[CH:3]=[CH:2]1.[H-].[Na+].[CH2:14](I)[CH3:15]. Product: [CH2:14]([N:1]1[C:9]2[C:4](=[CH:5][C:6]([C:10]#[N:11])=[CH:7][CH:8]=2)[CH:3]=[CH:2]1)[CH3:15]. The catalyst class is: 3. (7) Reactant: Cl[C:2]1[N:7]=[C:6]([Cl:8])[CH:5]=[C:4]([N:9]2[CH2:14][CH2:13][N:12]([CH3:15])[CH2:11][CH2:10]2)[N:3]=1.Cl.[F:17][C:18]1[CH:19]=[CH:20][C:21]([C@@H:24]([NH2:26])[CH3:25])=[N:22][CH:23]=1.CCN(C(C)C)C(C)C. Product: [Cl:8][C:6]1[CH:5]=[C:4]([N:9]2[CH2:14][CH2:13][N:12]([CH3:15])[CH2:11][CH2:10]2)[N:3]=[C:2]([NH:26][C@H:24]([C:21]2[CH:20]=[CH:19][C:18]([F:17])=[CH:23][N:22]=2)[CH3:25])[N:7]=1. The catalyst class is: 114. (8) Product: [Cl:1][CH2:2][CH2:3][CH2:4][NH:5][C:6]([NH:14][C:10]1[CH:9]=[N:8][CH:13]=[CH:12][CH:11]=1)=[O:7]. The catalyst class is: 11. Reactant: [Cl:1][CH2:2][CH2:3][CH2:4][N:5]=[C:6]=[O:7].[N:8]1[CH:13]=[CH:12][CH:11]=[C:10]([NH2:14])[CH:9]=1.C(OCC)(=O)C. (9) Product: [I:16][C:6]1[CH:7]=[CH:8][C:3]([O:2][CH3:1])=[CH:4][C:5]=1[CH2:9][CH2:10][C:11]([O:13][CH2:14][CH3:15])=[O:12]. The catalyst class is: 10. Reactant: [CH3:1][O:2][C:3]1[CH:4]=[C:5]([CH2:9][CH2:10][C:11]([O:13][CH2:14][CH3:15])=[O:12])[CH:6]=[CH:7][CH:8]=1.[I:16]I.C([P+](C1C=CC=CC=1)(C1C=CC=CC=1)C1C=CC=CC=1)CCC. (10) Reactant: [O:1]1[C:5]2[CH:6]=[CH:7][CH:8]=[CH:9][C:4]=2[N:3]=[C:2]1[C:10]1[C:11]([N:25]([C:33]([O:35][C:36]([CH3:39])([CH3:38])[CH3:37])=[O:34])[C:26](=[O:32])[O:27][C:28]([CH3:31])([CH3:30])[CH3:29])=[N:12][CH:13]=[C:14](B2OC(C)(C)C(C)(C)O2)[CH:15]=1.Br[C:41]1[C:42]([CH2:59][OH:60])=[N:43][N:44]([CH:46]2[CH2:51][CH2:50][N:49]([C:52]([O:54][C:55]([CH3:58])([CH3:57])[CH3:56])=[O:53])[CH2:48][CH2:47]2)[CH:45]=1.P([O-])([O-])([O-])=O.[K+].[K+].[K+].C1(P(C2CCCCC2)C2CCCCC2)CCCCC1. Product: [O:1]1[C:5]2[CH:6]=[CH:7][CH:8]=[CH:9][C:4]=2[N:3]=[C:2]1[C:10]1[CH:15]=[C:14]([C:41]2[C:42]([CH2:59][OH:60])=[N:43][N:44]([CH:46]3[CH2:47][CH2:48][N:49]([C:52]([O:54][C:55]([CH3:56])([CH3:58])[CH3:57])=[O:53])[CH2:50][CH2:51]3)[CH:45]=2)[CH:13]=[N:12][C:11]=1[N:25]([C:26]([O:27][C:28]([CH3:30])([CH3:31])[CH3:29])=[O:32])[C:33]([O:35][C:36]([CH3:37])([CH3:39])[CH3:38])=[O:34]. The catalyst class is: 127.